Dataset: Forward reaction prediction with 1.9M reactions from USPTO patents (1976-2016). Task: Predict the product of the given reaction. (1) Given the reactants [C:1]([C:3]1[C:4]([N:15]2[CH2:20][CH2:19][NH:18][CH2:17][CH2:16]2)=[N:5][C:6]([CH3:14])=[C:7]([CH:13]=1)[C:8]([O:10][CH2:11][CH3:12])=[O:9])#[N:2].[C:21]1([N:27]2[CH:31]=[C:30]([CH:32]=O)[N:29]=[N:28]2)[CH:26]=[CH:25][CH:24]=[CH:23][CH:22]=1.CC(O)=O, predict the reaction product. The product is: [C:1]([C:3]1[C:4]([N:15]2[CH2:20][CH2:19][N:18]([CH2:32][C:30]3[N:29]=[N:28][N:27]([C:21]4[CH:22]=[CH:23][CH:24]=[CH:25][CH:26]=4)[CH:31]=3)[CH2:17][CH2:16]2)=[N:5][C:6]([CH3:14])=[C:7]([CH:13]=1)[C:8]([O:10][CH2:11][CH3:12])=[O:9])#[N:2]. (2) Given the reactants [CH2:1]([N:8]1[C:16]2[C:15]([O:17][C:18]3[C:23]([CH3:24])=[CH:22][C:21]([N+:25]([O-:27])=[O:26])=[CH:20][C:19]=3[CH3:28])=[N:14][C:13](Cl)=[N:12][C:11]=2[CH:10]=[CH:9]1)[C:2]1[CH:7]=[CH:6][CH:5]=[CH:4][CH:3]=1.[NH2:30][C:31]1[CH:38]=[CH:37][C:34]([C:35]#[N:36])=[CH:33][CH:32]=1.C(O)(C(F)(F)F)=O, predict the reaction product. The product is: [CH2:1]([N:8]1[C:16]2[C:15]([O:17][C:18]3[C:23]([CH3:24])=[CH:22][C:21]([N+:25]([O-:27])=[O:26])=[CH:20][C:19]=3[CH3:28])=[N:14][C:13]([NH:30][C:31]3[CH:38]=[CH:37][C:34]([C:35]#[N:36])=[CH:33][CH:32]=3)=[N:12][C:11]=2[CH:10]=[CH:9]1)[C:2]1[CH:7]=[CH:6][CH:5]=[CH:4][CH:3]=1. (3) Given the reactants Br[C:2]1[N:7]=[C:6]2[C:8]([CH3:30])([CH3:29])[CH2:9][N:10]([C:11]3[C:20]4[C:15](=[CH:16][C:17]([F:21])=[CH:18][CH:19]=4)[N:14]=[C:13]([C:22]4[CH:27]=[CH:26][CH:25]=[CH:24][N:23]=4)[C:12]=3[CH3:28])[C:5]2=[CH:4][C:3]=1[N:31]1[CH2:36][CH2:35][O:34][CH2:33][CH2:32]1.C([Sn]([C:50]#[N:51])(CCCC)CCCC)CCC, predict the reaction product. The product is: [F:21][C:17]1[CH:16]=[C:15]2[C:20]([C:11]([N:10]3[C:5]4[C:6](=[N:7][C:2]([C:50]#[N:51])=[C:3]([N:31]5[CH2:32][CH2:33][O:34][CH2:35][CH2:36]5)[CH:4]=4)[C:8]([CH3:29])([CH3:30])[CH2:9]3)=[C:12]([CH3:28])[C:13]([C:22]3[CH:27]=[CH:26][CH:25]=[CH:24][N:23]=3)=[N:14]2)=[CH:19][CH:18]=1. (4) Given the reactants C([O-])(=O)C1C=CC=CC=1.[F:10][C:11]1[CH:16]=[CH:15][C:14]([C:17]([F:20])([F:19])[F:18])=[CH:13][C:12]=1[CH:21]1[CH:25]=[CH:24][N:23]([C@H:26]([C:28]2[CH:38]=[CH:37][C:31]([C:32]([O:34][CH2:35][CH3:36])=[O:33])=[CH:30][CH:29]=2)[CH3:27])[NH:22]1.C(N(CC)CC)C.[S:46]([O:53]S(C(F)(F)F)(=O)=O)([C:49]([F:52])([F:51])[F:50])(=[O:48])=[O:47], predict the reaction product. The product is: [F:10][C:11]1[CH:16]=[CH:15][C:14]([C:17]([F:20])([F:18])[F:19])=[CH:13][C:12]=1[C:21]1[CH:25]=[C:24]([O:53][S:46]([C:49]([F:52])([F:51])[F:50])(=[O:48])=[O:47])[N:23]([C@H:26]([C:28]2[CH:29]=[CH:30][C:31]([C:32]([O:34][CH2:35][CH3:36])=[O:33])=[CH:37][CH:38]=2)[CH3:27])[N:22]=1. (5) Given the reactants [Cl:1][C:2]1[C:10]2[CH:9]([CH2:11][C:12]([O:14][CH2:15][CH3:16])=[O:13])[O:8][B:7]([OH:17])[C:6]=2[CH:5]=[C:4]([O:18][C:19]2[S:20][C:21]([N+:24]([O-])=O)=[N:22][N:23]=2)[CH:3]=1, predict the reaction product. The product is: [NH2:24][C:21]1[S:20][C:19]([O:18][C:4]2[CH:3]=[C:2]([Cl:1])[C:10]3[CH:9]([CH2:11][C:12]([O:14][CH2:15][CH3:16])=[O:13])[O:8][B:7]([OH:17])[C:6]=3[CH:5]=2)=[N:23][N:22]=1. (6) Given the reactants [CH2:1]([O:3][C:4](=[O:31])[CH2:5][O:6][C:7]1[CH:12]=[CH:11][C:10]([S:13][C:14]2[CH:19]=[C:18]([C:20]#[C:21][CH2:22][C:23]3[CH:28]=[CH:27][CH:26]=[CH:25][CH:24]=3)[CH:17]=[C:16]([OH:29])[CH:15]=2)=[CH:9][C:8]=1[CH3:30])[CH3:2].[N:32]1([CH2:38][CH2:39][CH2:40]O)[CH2:37][CH2:36][O:35][CH2:34][CH2:33]1.C(P(CCCC)CCCC)CCC.N(C(N1CCCCC1)=O)=NC(N1CCCCC1)=O, predict the reaction product. The product is: [CH2:1]([O:3][C:4](=[O:31])[CH2:5][O:6][C:7]1[CH:12]=[CH:11][C:10]([S:13][C:14]2[CH:19]=[C:18]([C:20]#[C:21][CH2:22][C:23]3[CH:28]=[CH:27][CH:26]=[CH:25][CH:24]=3)[CH:17]=[C:16]([O:29][CH2:40][CH2:39][CH2:38][N:32]3[CH2:37][CH2:36][O:35][CH2:34][CH2:33]3)[CH:15]=2)=[CH:9][C:8]=1[CH3:30])[CH3:2].